Dataset: Reaction yield outcomes from USPTO patents with 853,638 reactions. Task: Predict the reaction yield, written as a fraction of the theoretical maximum amount of product (1.0 means a 100% yield; for example, 0.34 means a 34% yield). (1) The reactants are [C:1]([O:11][CH:12]([CH3:14])[CH3:13])(=[O:10])/[CH:2]=[CH:3]/[C:4]([O:6][CH:7]([CH3:9])[CH3:8])=[O:5].[C:15]([OH:25])(=[O:24])[CH:16]=[CH:17][C:18]1[CH:23]=[CH:22][CH:21]=[CH:20][CH:19]=1.CO. The catalyst is O1CCCC1.C(OOC(C)(C)C)(=O)C(C)(C)C. The product is [C:4]([O:6][CH:7]([CH3:9])[CH3:8])(=[O:5])/[CH:3]=[CH:2]/[C:1]([O:11][CH:12]([CH3:14])[CH3:13])=[O:10].[C:15]([OH:25])(=[O:24])[CH:16]=[CH:17][C:18]1[CH:19]=[CH:20][CH:21]=[CH:22][CH:23]=1. The yield is 0.150. (2) The catalyst is CN(C=O)C. The reactants are C1(C(=[N:14][CH2:15][C:16]([O:18][CH2:19][CH3:20])=[O:17])C2C=CC=CC=2)C=CC=CC=1.[H-].[Na+].[Br:23][C:24]1[CH:25]=[C:26]([Cl:31])[C:27](Cl)=[N:28][CH:29]=1. The yield is 0.200. The product is [NH2:14][CH:15]([C:27]1[C:26]([Cl:31])=[CH:25][C:24]([Br:23])=[CH:29][N:28]=1)[C:16]([O:18][CH2:19][CH3:20])=[O:17]. (3) The reactants are [S:1](Cl)(=[O:4])(=[O:3])[NH2:2].[NH2:6][C:7]1[CH:8]=[C:9]([C:13]2[N:14]=[CH:15][N:16]([C:18]([N:20]([CH3:27])[CH:21]3[CH2:26][CH2:25][O:24][CH2:23][CH2:22]3)=[O:19])[CH:17]=2)[CH:10]=[CH:11][CH:12]=1.C(N(CC)CC)C.O. The catalyst is C(Cl)Cl.C(Cl)Cl.CC(O)C. The product is [CH3:27][N:20]([CH:21]1[CH2:26][CH2:25][O:24][CH2:23][CH2:22]1)[C:18]([N:16]1[CH:17]=[C:13]([C:9]2[CH:10]=[CH:11][CH:12]=[C:7]([NH:6][S:1](=[O:4])(=[O:3])[NH2:2])[CH:8]=2)[N:14]=[CH:15]1)=[O:19]. The yield is 0.180. (4) The reactants are Cl.[CH3:2][O:3][CH2:4][C@H:5]1[C@H:14]2[CH2:15][CH2:16][N:17]([C:18]([C@H:20]3[CH2:25][CH2:24][CH2:23][CH2:22][C@H:21]3[NH2:26])=[O:19])[C@H:13]2[C:12]2[CH:11]=[CH:10][CH:9]=[CH:8][C:7]=2[NH:6]1.C(N(CC)CC)C.[NH:34]1[CH:38]=[CH:37][N:36]=[C:35]1[C:39]1[CH:47]=[CH:46][C:42]([C:43](O)=[O:44])=[CH:41][CH:40]=1.CCOC(OC(OCC)=O)=O. The catalyst is O1CCCC1.O. The product is [NH:34]1[CH:38]=[CH:37][N:36]=[C:35]1[C:39]1[CH:40]=[CH:41][C:42]([C:43]([NH:26][C@@H:21]2[CH2:22][CH2:23][CH2:24][CH2:25][C@@H:20]2[C:18]([N:17]2[C@@H:13]3[C@@H:14]([C@H:5]([CH2:4][O:3][CH3:2])[NH:6][C:7]4[CH:8]=[CH:9][CH:10]=[CH:11][C:12]=43)[CH2:15][CH2:16]2)=[O:19])=[O:44])=[CH:46][CH:47]=1. The yield is 0.610. (5) The product is [F:17][C:12]1[CH:13]=[CH:14][CH:15]=[C:16]2[C:11]=1[C:10]([NH2:18])=[N:9][C:8]2([C:6]1[CH:7]=[C:2]([C:29]2[CH:28]=[N:27][CH:32]=[CH:31][CH:30]=2)[CH:3]=[CH:4][C:5]=1[F:26])[C:19]1[CH:24]=[CH:23][N:22]=[C:21]([CH3:25])[CH:20]=1. No catalyst specified. The reactants are Br[C:2]1[CH:3]=[CH:4][C:5]([F:26])=[C:6]([C:8]2([C:19]3[CH:24]=[CH:23][N:22]=[C:21]([CH3:25])[CH:20]=3)[C:16]3[C:11](=[C:12]([F:17])[CH:13]=[CH:14][CH:15]=3)[C:10]([NH2:18])=[N:9]2)[CH:7]=1.[N:27]1[CH:32]=[CH:31][CH:30]=[C:29](B(O)O)[CH:28]=1. The yield is 0.370. (6) The reactants are [Br:1][C:2]1[N:7]=[C:6]([C:8](=O)[CH3:9])[C:5]([OH:11])=[CH:4][CH:3]=1.Br[CH2:13][C:14]([CH:16]1[CH2:21][CH2:20][CH2:19][CH2:18][CH2:17]1)=[O:15].C(=O)([O-])[O-].[K+].[K+].[Cl-].[NH4+]. The catalyst is CN(C)C=O. The product is [Br:1][C:2]1[N:7]=[C:6]2[C:8]([CH3:9])=[C:13]([C:14]([CH:16]3[CH2:21][CH2:20][CH2:19][CH2:18][CH2:17]3)=[O:15])[O:11][C:5]2=[CH:4][CH:3]=1. The yield is 0.350. (7) The reactants are [OH:1][CH2:2][C@@H:3]1[CH2:7][N:6]([C:8]([O:10][C:11]([CH3:14])([CH3:13])[CH3:12])=[O:9])[C@H:5]([C:15]([O:17][CH3:18])=[O:16])[CH2:4]1.[F:19][C:20]([F:28])(S(F)(=O)=O)C(O)=O. The catalyst is [Cu]I.C(#N)C. The product is [F:19][CH:20]([F:28])[O:1][CH2:2][C@@H:3]1[CH2:7][N:6]([C:8]([O:10][C:11]([CH3:13])([CH3:14])[CH3:12])=[O:9])[C@H:5]([C:15]([O:17][CH3:18])=[O:16])[CH2:4]1. The yield is 0.610. (8) The reactants are [F:1][C:2]1[CH:7]=[CH:6][C:5]([C:8]23[CH2:16][N:15]([C:17]4[N:22]=[CH:21][C:20]([F:23])=[CH:19][N:18]=4)[CH2:14][CH:13]2[CH2:12][S:11][C:10]([NH2:24])=[N:9]3)=[CH:4][CH:3]=1.C(O)(C)C.[Cl:29]CCl. The catalyst is C(=O)=O. The product is [ClH:29].[F:1][C:2]1[CH:7]=[CH:6][C:5]([C@:8]23[CH2:16][N:15]([C:17]4[N:22]=[CH:21][C:20]([F:23])=[CH:19][N:18]=4)[CH2:14][C@H:13]2[CH2:12][S:11][C:10]([NH2:24])=[N:9]3)=[CH:4][CH:3]=1. The yield is 0.400. (9) The reactants are O=P(Cl)(Cl)Cl.[CH:6]1([N:12]([CH3:22])[C:13]([NH:15][CH:16]2[CH2:21][CH2:20][CH2:19][CH2:18][CH2:17]2)=O)[CH2:11][CH2:10][CH2:9][CH2:8][CH2:7]1.[CH2:23]([NH:27][CH3:28])[CH2:24][CH2:25][CH3:26].[OH-].[Na+]. The catalyst is C1(C)C=CC=CC=1.O. The product is [CH2:23]([N:27]([CH3:28])[C:13]([N:12]([CH:6]1[CH2:11][CH2:10][CH2:9][CH2:8][CH2:7]1)[CH3:22])=[N:15][CH:16]1[CH2:21][CH2:20][CH2:19][CH2:18][CH2:17]1)[CH2:24][CH2:25][CH3:26]. The yield is 0.970.